This data is from Full USPTO retrosynthesis dataset with 1.9M reactions from patents (1976-2016). The task is: Predict the reactants needed to synthesize the given product. (1) Given the product [CH2:33]1[C:32]2[C:37](=[CH:46][CH:47]=[CH:48][CH:43]=2)[CH2:36][CH2:35][N:34]1[C:14](=[O:16])[CH2:13][N:10]1[CH2:11][CH2:12][C:8]([C:5]2[CH:6]=[CH:7][C:2]([F:1])=[CH:3][CH:4]=2)([C:18]2[CH:23]=[CH:22][C:21]([F:24])=[CH:20][CH:19]=2)[C:9]1=[O:17], predict the reactants needed to synthesize it. The reactants are: [F:1][C:2]1[CH:7]=[CH:6][C:5]([C:8]2([C:18]3[CH:23]=[CH:22][C:21]([F:24])=[CH:20][CH:19]=3)[CH2:12][CH2:11][N:10]([CH2:13][C:14]([OH:16])=O)[C:9]2=[O:17])=[CH:4][CH:3]=1.FC1C=CC([C:32]2([C:43]3[CH:48]=[CH:47][C:46](F)=CC=3)[CH2:37][CH2:36][CH2:35][N:34](CC(O)=O)[C:33]2=O)=CC=1.C1C2C(=CC=CC=2)CCN1.C1(C2(C3C=CC=CC=3)CCNC2)C=CC=CC=1. (2) Given the product [OH:1][C:2]1[CH:3]=[C:4]([C@H:8]([NH:10][C:11](=[S:12])[NH:18][CH:17]([CH2:16][C:15]2[CH:22]=[CH:23][CH:24]=[CH:25][C:14]=2[OH:13])[C:19]([OH:21])=[O:20])[CH3:9])[CH:5]=[CH:6][CH:7]=1, predict the reactants needed to synthesize it. The reactants are: [OH:1][C:2]1[CH:3]=[C:4]([C@H:8]([N:10]=[C:11]=[S:12])[CH3:9])[CH:5]=[CH:6][CH:7]=1.[OH:13][C:14]1[CH:25]=[CH:24][CH:23]=[CH:22][C:15]=1[CH2:16][C@@H:17]([C:19]([OH:21])=[O:20])[NH2:18].[Na].[OH-].Cl. (3) The reactants are: Cl[S:2]([OH:5])(=O)=[O:3].[NH2:6][C:7]1[CH:8]=[CH:9][CH:10]=[C:11]2[C:16]=1[N:15]=[CH:14][CH:13]=[CH:12]2.P(Cl)(Cl)(Cl)(Cl)Cl.[NH2:23][C:24]1[CH:29]=[CH:28][CH:27]=[CH:26][CH:25]=1.CCN(C(C)C)C(C)C. Given the product [C:24]1([NH:23][S:2]([NH:6][C:7]2[CH:8]=[CH:9][CH:10]=[C:11]3[C:16]=2[N:15]=[CH:14][CH:13]=[CH:12]3)(=[O:5])=[O:3])[CH:29]=[CH:28][CH:27]=[CH:26][CH:25]=1, predict the reactants needed to synthesize it. (4) Given the product [CH2:6]([O:5][CH2:4][CH2:3][C:2]([CH3:1])([O:20][C:14]1[CH:19]=[CH:18][CH:17]=[CH:16][CH:15]=1)[CH3:13])[C:7]1[CH:12]=[CH:11][CH:10]=[CH:9][CH:8]=1, predict the reactants needed to synthesize it. The reactants are: [CH3:1][C:2](=[CH2:13])[CH2:3][CH2:4][O:5][CH2:6][C:7]1[CH:12]=[CH:11][CH:10]=[CH:9][CH:8]=1.[C:14]1([OH:20])[CH:19]=[CH:18][CH:17]=[CH:16][CH:15]=1.O. (5) Given the product [CH:28]1([NH:31][C:25]([C:21]2[CH:22]=[N:23][CH:24]=[C:19]([C:17]3[C:16]4[CH2:15][CH2:14][CH2:13][CH2:12][C:11]=4[N:10]=[C:9]([O:8][CH2:7][C:2]4[CH:3]=[CH:4][CH:5]=[CH:6][N:1]=4)[CH:18]=3)[CH:20]=2)=[O:26])[CH2:30][CH2:29]1, predict the reactants needed to synthesize it. The reactants are: [N:1]1[CH:6]=[CH:5][CH:4]=[CH:3][C:2]=1[CH2:7][O:8][C:9]1[CH:18]=[C:17]([C:19]2[CH:20]=[C:21]([C:25](O)=[O:26])[CH:22]=[N:23][CH:24]=2)[C:16]2[CH2:15][CH2:14][CH2:13][CH2:12][C:11]=2[N:10]=1.[CH:28]1([NH2:31])[CH2:30][CH2:29]1.F[P-](F)(F)(F)(F)F.N1(OC(N(C)C)=[N+](C)C)C2N=CC=CC=2N=N1.CCN(CC)CC. (6) Given the product [OH:11][B:9]1[C:8]2[CH:12]=[C:13]([O:16][C:17]3[CH:22]=[CH:21][CH:20]=[C:19]([CH2:23][NH:24][CH2:25][CH2:26][O:27][CH3:28])[CH:18]=3)[CH:14]=[CH:15][C:7]=2[CH:6]([CH2:5][C:4]([OH:29])=[O:3])[O:10]1, predict the reactants needed to synthesize it. The reactants are: C([O:3][C:4](=[O:29])[CH2:5][CH:6]1[O:10][B:9]([OH:11])[C:8]2[CH:12]=[C:13]([O:16][C:17]3[CH:22]=[CH:21][CH:20]=[C:19]([CH2:23][NH:24][CH2:25][CH2:26][O:27][CH3:28])[CH:18]=3)[CH:14]=[CH:15][C:7]1=2)C.[Li+].[OH-].Cl.